This data is from Full USPTO retrosynthesis dataset with 1.9M reactions from patents (1976-2016). The task is: Predict the reactants needed to synthesize the given product. (1) Given the product [CH:18]1([C:16]([NH:15][C:13]2[N:14]=[C:9]3[CH:8]=[CH:7][C:6]([O:5][C:4]4[CH:3]=[C:2]([NH:1][C:27](=[O:28])[C:26]5[CH:30]=[C:31]([C:34]([F:35])([F:36])[F:37])[CH:32]=[CH:33][C:25]=5[F:24])[CH:23]=[CH:22][CH:21]=4)=[N:11][N:10]3[CH:12]=2)=[O:17])[CH2:20][CH2:19]1, predict the reactants needed to synthesize it. The reactants are: [NH2:1][C:2]1[CH:3]=[C:4]([CH:21]=[CH:22][CH:23]=1)[O:5][C:6]1[CH:7]=[CH:8][C:9]2[N:10]([CH:12]=[C:13]([NH:15][C:16]([CH:18]3[CH2:20][CH2:19]3)=[O:17])[N:14]=2)[N:11]=1.[F:24][C:25]1[CH:33]=[CH:32][C:31]([C:34]([F:37])([F:36])[F:35])=[CH:30][C:26]=1[C:27](O)=[O:28].ON1C2C=CC=CC=2N=N1.Cl.C(N=C=NCCCN(C)C)C. (2) The reactants are: [C:1]1([S:11](Cl)(=[O:13])=[O:12])[C:10]2[C:5](=[CH:6][CH:7]=[CH:8][CH:9]=2)[CH:4]=[CH:3][CH:2]=1.S([O-])([O-])=O.[Na+].[Na+].C(=O)(O)[O-].[Na+].Br[CH2:27][Cl:28]. Given the product [Cl:28][CH2:27][S:11]([C:1]1[C:10]2[C:5](=[CH:6][CH:7]=[CH:8][CH:9]=2)[CH:4]=[CH:3][CH:2]=1)(=[O:13])=[O:12], predict the reactants needed to synthesize it. (3) Given the product [CH3:35][CH:36]([CH3:69])[C@H:37]([N:42]1[CH2:50][C:49]2[C:44](=[CH:45][CH:46]=[C:47]([C:51]3[CH:56]=[CH:55][C:54]([NH:57][C:58]([NH:60][C:61]4[CH:66]=[CH:65][CH:64]=[CH:63][C:62]=4[CH3:67])=[S:59])=[CH:53][CH:52]=3)[CH:48]=2)[C:43]1=[O:68])[C:38]([OH:40])=[O:39], predict the reactants needed to synthesize it. The reactants are: FC1C=CC=CC=1NC(=S)NC1C=CC(C2C=C3C(=CC=2)C(=O)N([C@@H](C(C)C)C(O)=O)C3)=CC=1.[CH3:35][CH:36]([CH3:69])[C@H:37]([N:42]1[CH2:50][C:49]2[C:44](=[CH:45][CH:46]=[C:47]([C:51]3[CH:56]=[CH:55][C:54]([NH:57][C:58]([NH:60][C:61]4[CH:66]=[CH:65][CH:64]=[CH:63][C:62]=4[CH3:67])=[S:59])=[CH:53][CH:52]=3)[CH:48]=2)[C:43]1=[O:68])[C:38]([O:40]C)=[O:39]. (4) Given the product [O:37]1[CH:38]=[CH:39][C:35]([NH:26][CH2:25][C@@H:23]2[O:22][C:21](=[O:40])[N:20]([C:17]3[CH:18]=[CH:19][C:14]([N:11]4[CH2:12][CH2:13][C@H:9]([NH:8][C:6](=[O:5])[CH3:44])[CH2:10]4)=[C:15]([F:41])[CH:16]=3)[CH2:24]2)=[N:36]1, predict the reactants needed to synthesize it. The reactants are: C([O:5][C:6]([NH:8][C@H:9]1[CH2:13][CH2:12][N:11]([C:14]2[CH:19]=[CH:18][C:17]([N:20]3[CH2:24][C@H:23]([CH2:25][N:26]([C:35]4[CH:39]=[CH:38][O:37][N:36]=4)C(OCC(Cl)(Cl)Cl)=O)[O:22][C:21]3=[O:40])=[CH:16][C:15]=2[F:41])[CH2:10]1)=O)(C)(C)C.Cl.Cl[CH2:44]Cl. (5) Given the product [CH3:42][N:39]1[CH2:38][CH2:37][N:36]([S:33]([C:31]2[S:32][C:28]([C:2]#[C:1][C:3]3[CH:4]=[N:5][N:6]4[C:11]([C:12]([F:14])([F:13])[F:15])=[CH:10][C:9]([C:16]5[CH:21]=[CH:20][C:19]([C:22]([F:25])([F:24])[F:23])=[CH:18][CH:17]=5)=[N:8][C:7]=34)=[CH:29][CH:30]=2)(=[O:35])=[O:34])[CH2:41][CH2:40]1, predict the reactants needed to synthesize it. The reactants are: [C:1]([C:3]1[CH:4]=[N:5][N:6]2[C:11]([C:12]([F:15])([F:14])[F:13])=[CH:10][C:9]([C:16]3[CH:21]=[CH:20][C:19]([C:22]([F:25])([F:24])[F:23])=[CH:18][CH:17]=3)=[N:8][C:7]=12)#[CH:2].Cl.Cl[C:28]1[S:32][C:31]([S:33]([N:36]2[CH2:41][CH2:40][N:39]([CH3:42])[CH2:38][CH2:37]2)(=[O:35])=[O:34])=[CH:30][CH:29]=1.